This data is from TCR-epitope binding with 47,182 pairs between 192 epitopes and 23,139 TCRs. The task is: Binary Classification. Given a T-cell receptor sequence (or CDR3 region) and an epitope sequence, predict whether binding occurs between them. (1) The epitope is YLDAYNMMI. The TCR CDR3 sequence is CSVVWAGGYAYEQYF. Result: 1 (the TCR binds to the epitope). (2) The epitope is ELAGIGILTV. The TCR CDR3 sequence is CASTGQLSGNTIYF. Result: 1 (the TCR binds to the epitope). (3) The epitope is PROT_97E67BCC. The TCR CDR3 sequence is CASSEGARGSQPQHF. Result: 1 (the TCR binds to the epitope). (4) The epitope is KAYNVTQAF. The TCR CDR3 sequence is CASSFDRSEQYF. Result: 1 (the TCR binds to the epitope). (5) The epitope is EILDITPCSF. The TCR CDR3 sequence is CASSLTSASYEQYF. Result: 1 (the TCR binds to the epitope). (6) The epitope is RQLLFVVEV. The TCR CDR3 sequence is CASSLALEQYF. Result: 1 (the TCR binds to the epitope).